This data is from Forward reaction prediction with 1.9M reactions from USPTO patents (1976-2016). The task is: Predict the product of the given reaction. (1) Given the reactants FC(F)(F)C(O)=O.[CH:8]1([CH2:11][CH2:12][O:13][C:14]2[NH:15][C:16]([NH2:25])=[C:17]3[C:21]([N:22]=2)=[N:20][C:19]([O:23][CH3:24])=[N:18]3)[CH2:10][CH2:9]1.Br[CH2:27][CH2:28][CH2:29][CH2:30][CH:31]1[CH2:36][CH2:35][CH2:34][CH2:33][O:32]1, predict the reaction product. The product is: [CH:8]1([CH2:11][CH2:12][O:13][C:14]2[N:22]=[C:21]3[C:17]([N:18]=[C:19]([O:23][CH3:24])[N:20]3[CH2:27][CH2:28][CH2:29][CH2:30][CH:31]3[CH2:36][CH2:35][CH2:34][CH2:33][O:32]3)=[C:16]([NH2:25])[N:15]=2)[CH2:10][CH2:9]1. (2) The product is: [CH2:1]([O:3][C:4]([C:6]1[CH:7]([O:26][CH2:24][CH3:25])[C:8]2[C:13]([C:14]=1[C:15]1[CH:20]=[CH:19][CH:18]=[CH:17][CH:16]=1)=[CH:12][CH:11]=[C:10]([O:21][CH3:22])[CH:9]=2)=[O:5])[CH3:2]. Given the reactants [CH2:1]([O:3][C:4]([C:6]1[CH:7](Br)[C:8]2[C:13]([C:14]=1[C:15]1[CH:20]=[CH:19][CH:18]=[CH:17][CH:16]=1)=[CH:12][CH:11]=[C:10]([O:21][CH3:22])[CH:9]=2)=[O:5])[CH3:2].[CH2:24]([OH:26])[CH3:25], predict the reaction product.